Dataset: Forward reaction prediction with 1.9M reactions from USPTO patents (1976-2016). Task: Predict the product of the given reaction. (1) Given the reactants [C:1]([O:5][C:6](=[O:18])[NH:7][C@H:8]1[CH2:13][CH2:12][C@H:11]([CH2:14][OH:15])[C@H:10]([O:16][CH3:17])[CH2:9]1)([CH3:4])([CH3:3])[CH3:2].[CH3:19][S:20](Cl)(=[O:22])=[O:21], predict the reaction product. The product is: [CH3:19][S:20]([O:15][CH2:14][C@H:11]1[CH2:12][CH2:13][C@H:8]([NH:7][C:6]([O:5][C:1]([CH3:4])([CH3:3])[CH3:2])=[O:18])[CH2:9][C@H:10]1[O:16][CH3:17])(=[O:22])=[O:21]. (2) Given the reactants [Cl:1][C:2]1[CH:7]=[CH:6][C:5]([CH:8]2[CH2:13][CH2:12][N:11]([CH3:14])[CH2:10][CH:9]2[OH:15])=[CH:4][CH:3]=1.[H-].[Na+].Br[CH2:19][C:20]1[CH:29]=[CH:28][C:27]2[C:22](=[CH:23][CH:24]=[CH:25][CH:26]=2)[CH:21]=1, predict the reaction product. The product is: [Cl:1][C:2]1[CH:7]=[CH:6][C:5]([CH:8]2[CH2:13][CH2:12][N:11]([CH3:14])[CH2:10][CH:9]2[O:15][CH2:19][C:20]2[CH:29]=[CH:28][C:27]3[C:22](=[CH:23][CH:24]=[CH:25][CH:26]=3)[CH:21]=2)=[CH:4][CH:3]=1. (3) Given the reactants [CH3:1][O:2][C:3]1[CH:11]=[CH:10][C:6]([C:7]([NH2:9])=[O:8])=[CH:5][CH:4]=1.C(Cl)(=O)[C:13](Cl)=[O:14], predict the reaction product. The product is: [CH3:1][O:2][C:3]1[CH:11]=[CH:10][C:6]([C:7]([N:9]=[C:13]=[O:14])=[O:8])=[CH:5][CH:4]=1. (4) Given the reactants [CH2:1]([C:4]1[C:8]([CH2:9][CH2:10][CH2:11][OH:12])=[CH:7][N:6]([C:13]2[CH:18]=[CH:17][C:16]([C:19]([F:22])([F:21])[F:20])=[CH:15][N:14]=2)[N:5]=1)[CH2:2][CH3:3].O[C:24]1[CH:29]=[CH:28][C:27]([CH2:30][CH2:31][C:32]([O:34]C)=[O:33])=[CH:26][CH:25]=1.C(P(CCCC)CCCC)CCC.N(C(N1CCCCC1)=O)=NC(N1CCCCC1)=O, predict the reaction product. The product is: [CH2:1]([C:4]1[C:8]([CH2:9][CH2:10][CH2:11][O:12][C:24]2[CH:29]=[CH:28][C:27]([CH2:30][CH2:31][C:32]([OH:34])=[O:33])=[CH:26][CH:25]=2)=[CH:7][N:6]([C:13]2[CH:18]=[CH:17][C:16]([C:19]([F:21])([F:20])[F:22])=[CH:15][N:14]=2)[N:5]=1)[CH2:2][CH3:3]. (5) The product is: [ClH:36].[CH2:28]([N:3]([CH2:1][CH3:2])[C:4](=[O:27])[C:5]1[CH:6]=[CH:7][C:8]([C:11](=[C:18]2[CH2:24][CH:23]3[NH:25][CH:20]([CH2:21][CH2:22]3)[CH2:19]2)[C:12]2[CH:17]=[CH:16][CH:15]=[CH:14][CH:13]=2)=[CH:9][CH:10]=1)[CH3:29]. Given the reactants [CH2:1]([N:3]([CH2:28][CH3:29])[C:4](=[O:27])[C:5]1[CH:10]=[CH:9][C:8]([C:11](=[C:18]2[CH2:24][CH:23]3[N:25](C)[CH:20]([CH2:21][CH2:22]3)[CH2:19]2)[C:12]2[CH:17]=[CH:16][CH:15]=[CH:14][CH:13]=2)=[CH:7][CH:6]=1)[CH3:2].C([O-])([O-])=O.[K+].[K+].[Cl:36]C(OCC(Cl)(Cl)Cl)=O, predict the reaction product. (6) The product is: [N:37]1([C:28]([C:23]2[CH:24]=[C:25]3[C:20](=[CH:21][CH:22]=2)[CH:19]=[C:18]([C:6]2[C:5]4[C:9](=[CH:10][CH:11]=[C:3]([C:1]#[N:2])[CH:4]=4)[N:8]([CH:12]4[CH2:17][CH2:16][CH2:15][CH2:14][O:13]4)[N:7]=2)[CH:27]=[CH:26]3)=[O:30])[CH2:32][CH2:31][CH2:36][CH2:35]1. Given the reactants [C:1]([C:3]1[CH:4]=[C:5]2[C:9](=[CH:10][CH:11]=1)[N:8]([CH:12]1[CH2:17][CH2:16][CH2:15][CH2:14][O:13]1)[N:7]=[C:6]2[C:18]1[CH:19]=[C:20]2[C:25](=[CH:26][CH:27]=1)[CH:24]=[C:23]([C:28]([OH:30])=O)[CH:22]=[CH:21]2)#[N:2].[CH:31]1[CH:32]=CC2N(O)N=[N:37][C:35]=2[CH:36]=1.CCN=C=NCCCN(C)C.N1CCCC1, predict the reaction product. (7) Given the reactants [CH2:1]([C:4]1([CH3:29])[C:9]2[N:10]([CH2:18][C:19]([C:21]3[CH:26]=[CH:25][C:24]([F:27])=[CH:23][CH:22]=3)=[CH2:20])[C:11]3[CH:12]=[CH:13][C:14]([CH3:17])=[CH:15][C:16]=3[C:8]=2[CH2:7][N:6]([CH3:28])[CH2:5]1)C=C, predict the reaction product. The product is: [F:27][C:24]1[CH:23]=[CH:22][C:21]([C:19]2[CH2:18][N:10]3[C:11]4[CH:12]=[CH:13][C:14]([CH3:17])=[CH:15][C:16]=4[C:8]4[CH2:7][N:6]([CH3:28])[CH2:5][C:4]([CH3:1])([CH2:29][CH:20]=2)[C:9]3=4)=[CH:26][CH:25]=1.